This data is from Forward reaction prediction with 1.9M reactions from USPTO patents (1976-2016). The task is: Predict the product of the given reaction. (1) Given the reactants [F:1][C:2]1([F:12])[O:6][C:5]2[CH:7]=[CH:8][C:9]([NH2:11])=[CH:10][C:4]=2[O:3]1.F[C:14]1[C:19]([C:20]2[N:25]=[C:24]([CH3:26])[N:23]=[C:22]([N:27]([CH2:37][C:38]3[CH:43]=[CH:42][C:41]([O:44][CH3:45])=[CH:40][CH:39]=3)[CH2:28][C:29]3[CH:34]=[CH:33][C:32]([O:35][CH3:36])=[CH:31][CH:30]=3)[N:21]=2)=[CH:18][CH:17]=[CH:16][N:15]=1, predict the reaction product. The product is: [F:12][C:2]1([F:1])[O:6][C:5]2[CH:7]=[CH:8][C:9]([NH:11][C:14]3[C:19]([C:20]4[N:25]=[C:24]([CH3:26])[N:23]=[C:22]([N:27]([CH2:28][C:29]5[CH:30]=[CH:31][C:32]([O:35][CH3:36])=[CH:33][CH:34]=5)[CH2:37][C:38]5[CH:39]=[CH:40][C:41]([O:44][CH3:45])=[CH:42][CH:43]=5)[N:21]=4)=[CH:18][CH:17]=[CH:16][N:15]=3)=[CH:10][C:4]=2[O:3]1. (2) Given the reactants C(OC([N:8]1[CH2:12][CH2:11][CH2:10][CH:9]1[C:13]1[CH:17]=[C:16]([C:18]2[CH:23]=[CH:22][CH:21]=[C:20]([C:24]#[N:25])[CH:19]=2)[O:15][N:14]=1)=O)(C)(C)C.C(O)(C(F)(F)F)=O, predict the reaction product. The product is: [NH:8]1[CH2:12][CH2:11][CH2:10][CH:9]1[C:13]1[CH:17]=[C:16]([C:18]2[CH:19]=[C:20]([CH:21]=[CH:22][CH:23]=2)[C:24]#[N:25])[O:15][N:14]=1. (3) Given the reactants [CH3:1][C:2]([NH2:6])([CH3:5])[CH2:3][NH2:4].CCN(C(C)C)C(C)C.[C:16](O[C:16]([O:18][CH2:19][C:20]1[CH:25]=[CH:24][CH:23]=[CH:22][CH:21]=1)=[O:17])([O:18][CH2:19][C:20]1[CH:25]=[CH:24][CH:23]=[CH:22][CH:21]=1)=[O:17], predict the reaction product. The product is: [NH2:6][C:2]([CH3:5])([CH3:1])[CH2:3][NH:4][C:16](=[O:17])[O:18][CH2:19][C:20]1[CH:25]=[CH:24][CH:23]=[CH:22][CH:21]=1.